Dataset: Experimentally validated miRNA-target interactions with 360,000+ pairs, plus equal number of negative samples. Task: Binary Classification. Given a miRNA mature sequence and a target amino acid sequence, predict their likelihood of interaction. The miRNA is mmu-miR-1900 with sequence GGCCGCCCUCUCUGGUCCUUCA. The protein sequence of the target gene is MAIALQPSDLVFEFASNGMDDIHQLEDPSVFPAVIVEQVPYPELVHLCSGLDLDEVHNGIIRDRTLCMTQDQILEGSILLTDDDVSTSNNVSSTEVLFNVATPSDVLDEKQIFSSPEVLSDSNSVQAINLPNFLLSTPEPDDLKKTSDAGDQKEHSEEEKVSREENLRKMGKARKRNRKTKNNRSTSPVTDPSMPIRKKSKDGKGSTIYLWEFLLALLQDRNTCPKYIKWTQREKGIFKLVDSKAVSKLWGKQKNKPDMNYETMGRALRYYYQRGILAKVEGQRLVYQFKEMPKDLVVID.... Result: 0 (no interaction).